Dataset: NCI-60 drug combinations with 297,098 pairs across 59 cell lines. Task: Regression. Given two drug SMILES strings and cell line genomic features, predict the synergy score measuring deviation from expected non-interaction effect. (1) Drug 1: COC1=CC(=CC(=C1O)OC)C2C3C(COC3=O)C(C4=CC5=C(C=C24)OCO5)OC6C(C(C7C(O6)COC(O7)C8=CC=CS8)O)O. Drug 2: COC1=C2C(=CC3=C1OC=C3)C=CC(=O)O2. Cell line: HL-60(TB). Synergy scores: CSS=71.8, Synergy_ZIP=9.78, Synergy_Bliss=8.85, Synergy_Loewe=-21.5, Synergy_HSA=11.4. (2) Drug 2: C1=CC=C(C=C1)NC(=O)CCCCCCC(=O)NO. Cell line: RXF 393. Drug 1: CCCCCOC(=O)NC1=NC(=O)N(C=C1F)C2C(C(C(O2)C)O)O. Synergy scores: CSS=3.20, Synergy_ZIP=-2.95, Synergy_Bliss=-2.94, Synergy_Loewe=-6.99, Synergy_HSA=-2.26. (3) Drug 1: CCC1=C2CN3C(=CC4=C(C3=O)COC(=O)C4(CC)O)C2=NC5=C1C=C(C=C5)O. Drug 2: CCC1(C2=C(COC1=O)C(=O)N3CC4=CC5=C(C=CC(=C5CN(C)C)O)N=C4C3=C2)O.Cl. Cell line: SF-295. Synergy scores: CSS=56.5, Synergy_ZIP=3.18, Synergy_Bliss=4.28, Synergy_Loewe=-2.48, Synergy_HSA=3.91. (4) Drug 1: CC12CCC(CC1=CCC3C2CCC4(C3CC=C4C5=CN=CC=C5)C)O. Drug 2: CC(C)CN1C=NC2=C1C3=CC=CC=C3N=C2N. Cell line: HL-60(TB). Synergy scores: CSS=-12.4, Synergy_ZIP=2.84, Synergy_Bliss=-7.17, Synergy_Loewe=-11.5, Synergy_HSA=-12.7. (5) Drug 1: C1=C(C(=O)NC(=O)N1)N(CCCl)CCCl. Drug 2: CN1C(=O)N2C=NC(=C2N=N1)C(=O)N. Cell line: OVCAR3. Synergy scores: CSS=16.4, Synergy_ZIP=-7.66, Synergy_Bliss=0.930, Synergy_Loewe=-7.13, Synergy_HSA=-0.268. (6) Drug 1: CC1=C(C(=CC=C1)Cl)NC(=O)C2=CN=C(S2)NC3=CC(=NC(=N3)C)N4CCN(CC4)CCO. Drug 2: C1C(C(OC1N2C=NC(=NC2=O)N)CO)O. Cell line: SNB-19. Synergy scores: CSS=9.42, Synergy_ZIP=-3.47, Synergy_Bliss=0.194, Synergy_Loewe=-4.21, Synergy_HSA=-1.84.